Dataset: Hepatocyte clearance measurements from AstraZeneca. Task: Regression/Classification. Given a drug SMILES string, predict its absorption, distribution, metabolism, or excretion properties. Task type varies by dataset: regression for continuous measurements (e.g., permeability, clearance, half-life) or binary classification for categorical outcomes (e.g., BBB penetration, CYP inhibition). For this dataset (clearance_hepatocyte_az), we predict log10(clearance) (log10 of the in vitro intrinsic clearance, CLint, in uL/min per 10^6 hepatocytes; values are censored to the assay range of 3 to 150, which is 0.477 to 2.18 on this log10 scale). (1) The compound is COc1cc2nccc(Oc3ccc(NC(=O)C4(C(=O)Nc5ccc(F)cc5)CC4)cc3)c2cc1OC. The log10(clearance) is 0.830. (2) The drug is CN(C)CCNc1cc(-c2ccc(N3CCN(C)CC3)cc2)nc2ccccc12. The log10(clearance) is 0.480. (3) The compound is CO[C@H]1/C=C/O[C@@]2(C)Oc3c(C)c(O)c4c(O)c(cc(O)c4c3C2=O)NC(=O)/C(C)=C\C=C\[C@H](C)[C@H](O)[C@@H](C)[C@@H](O)[C@@H](C)[C@H](OC(C)=O)[C@@H]1C. The log10(clearance) is 0.480. (4) The compound is CC(C)c1cc(C(=O)N2Cc3ccc(CN4CCN(C)CC4)cc3C2)c(O)cc1O. The log10(clearance) is 1.37. (5) The molecule is CC(C)(C)NCC(O)COc1nsnc1N1CCOCC1. The log10(clearance) is 0.660. (6) The drug is C[C@H](CO)Nc1nc(SCc2cccc(F)c2F)nc2[nH]ncc12. The log10(clearance) is 1.25. (7) The compound is CCCCC1=NC2(CCCC2)C(=O)N1Cc1ccc(-c2ccccc2-c2nn[nH]n2)cc1. The log10(clearance) is 0.950. (8) The molecule is CS(=O)(=O)c1ccc([C@H](CC2CCCC2)C(=O)Nc2nccs2)cc1. The log10(clearance) is 1.55.